Dataset: Catalyst prediction with 721,799 reactions and 888 catalyst types from USPTO. Task: Predict which catalyst facilitates the given reaction. (1) Reactant: Cl.[CH3:2][C:3]1[CH:4]=[C:5](N)[C:6]2[CH:12]=[N:11][C:10]3[CH:13]=[CH:14][CH:15]=[CH:16][C:9]=3[NH:8][C:7]=2[CH:17]=1.[F:19][C:20]1[CH:21]=[C:22]([CH2:26][CH2:27][C@H:28]2[CH2:33][NH:32][CH2:31][CH2:30][NH:29]2)[CH:23]=[CH:24][CH:25]=1.C(N(CC)C(C)C)(C)C.CS(C)=O. Product: [F:19][C:20]1[CH:21]=[C:22]([CH2:26][CH2:27][C@@H:28]2[NH:29][CH2:30][CH2:31][N:32]([C:12]3[C:6]4[CH:5]=[CH:4][C:3]([CH3:2])=[CH:17][C:7]=4[NH:8][C:9]4[CH:16]=[CH:15][CH:14]=[CH:13][C:10]=4[N:11]=3)[CH2:33]2)[CH:23]=[CH:24][CH:25]=1. The catalyst class is: 802. (2) Reactant: Cl.[NH2:2][C:3]1[CH:8]=[C:7]([Br:9])[C:6]([Cl:10])=[CH:5][C:4]=1[C:11](=[O:13])[CH3:12].[N:14]([O-])=O.[Na+]. Product: [Br:9][C:7]1[CH:8]=[C:3]2[C:4]([C:11](=[O:13])[CH:12]=[N:14][NH:2]2)=[CH:5][C:6]=1[Cl:10]. The catalyst class is: 6. (3) Reactant: C([N:8]1[CH2:13][CH2:12][C:11]([C:15]2[C:16]([C:37]3[CH:42]=[CH:41][N:40]=[CH:39][CH:38]=3)=[C:17]([C:30]3[CH:35]=[CH:34][C:33]([F:36])=[CH:32][CH:31]=3)[N:18]([Si:20]([CH:27]([CH3:29])[CH3:28])([CH:24]([CH3:26])[CH3:25])[CH:21]([CH3:23])[CH3:22])[CH:19]=2)([OH:14])[CH2:10][CH2:9]1)C1C=CC=CC=1. Product: [F:36][C:33]1[CH:34]=[CH:35][C:30]([C:17]2[N:18]([Si:20]([CH:24]([CH3:26])[CH3:25])([CH:27]([CH3:29])[CH3:28])[CH:21]([CH3:22])[CH3:23])[CH:19]=[C:15]([C:11]3([OH:14])[CH2:10][CH2:9][NH:8][CH2:13][CH2:12]3)[C:16]=2[C:37]2[CH:38]=[CH:39][N:40]=[CH:41][CH:42]=2)=[CH:31][CH:32]=1. The catalyst class is: 43. (4) Reactant: [Cl:1][C:2]1[CH:32]=[CH:31][C:5]2[N:6](C(NCC3CCN(CC4(O)CCOCC4)CC3)=O)[C:7](=[O:12])[N:8]([CH:9]([CH3:11])[CH3:10])[C:4]=2[CH:3]=1.[Cl-].[NH4+].C1COCC1. Product: [Cl:1][C:2]1[CH:32]=[CH:31][C:5]2[NH:6][C:7](=[O:12])[N:8]([CH:9]([CH3:10])[CH3:11])[C:4]=2[CH:3]=1. The catalyst class is: 190. (5) Reactant: C([O:3][C:4](=[O:43])[CH:5]([C:10]1[CH:11]=[C:12]([C:33]2[CH:38]=[CH:37][C:36]([C:39]([F:42])([F:41])[F:40])=[CH:35][CH:34]=2)[CH:13]=[C:14]([CH:16]2[CH2:21][CH2:20][N:19]([CH2:22][C:23]3[CH:28]=[CH:27][C:26]([C:29]([F:32])([F:31])[F:30])=[CH:25][CH:24]=3)[CH2:18][CH2:17]2)[CH:15]=1)[CH2:6][CH:7]([CH3:9])[CH3:8])C.[OH-].[Na+]. Product: [CH3:8][CH:7]([CH3:9])[CH2:6][CH:5]([C:10]1[CH:11]=[C:12]([C:33]2[CH:38]=[CH:37][C:36]([C:39]([F:42])([F:40])[F:41])=[CH:35][CH:34]=2)[CH:13]=[C:14]([CH:16]2[CH2:21][CH2:20][N:19]([CH2:22][C:23]3[CH:28]=[CH:27][C:26]([C:29]([F:31])([F:30])[F:32])=[CH:25][CH:24]=3)[CH2:18][CH2:17]2)[CH:15]=1)[C:4]([OH:43])=[O:3]. The catalyst class is: 5. (6) Reactant: C(NC(=O)[O:6][C:7]1[C:8]([Si:21]([CH3:24])([CH3:23])[CH3:22])=[C:9]2[C:13](=[CH:14][CH:15]=1)[N:12]([CH:16]([CH2:18][CH2:19][CH3:20])[CH3:17])[CH:11]=[CH:10]2)(C)C.C1CCN2C(=NCCC2)CC1.N(CC)CC.C1(N([S:49]([C:52]([F:55])([F:54])[F:53])(=[O:51])=[O:50])[S:49]([C:52]([F:55])([F:54])[F:53])(=[O:51])=[O:50])C=CC=CC=1. Product: [F:53][C:52]([F:55])([F:54])[S:49]([O:6][C:7]1[C:8]([Si:21]([CH3:24])([CH3:23])[CH3:22])=[C:9]2[C:13](=[CH:14][CH:15]=1)[N:12]([CH:16]([CH2:18][CH2:19][CH3:20])[CH3:17])[CH:11]=[CH:10]2)(=[O:51])=[O:50]. The catalyst class is: 23.